From a dataset of NCI-60 drug combinations with 297,098 pairs across 59 cell lines. Regression. Given two drug SMILES strings and cell line genomic features, predict the synergy score measuring deviation from expected non-interaction effect. (1) Drug 1: C1=CC(=CC=C1CCC2=CNC3=C2C(=O)NC(=N3)N)C(=O)NC(CCC(=O)O)C(=O)O. Drug 2: CN1C(=O)N2C=NC(=C2N=N1)C(=O)N. Cell line: LOX IMVI. Synergy scores: CSS=48.7, Synergy_ZIP=3.26, Synergy_Bliss=1.00, Synergy_Loewe=-22.7, Synergy_HSA=1.46. (2) Drug 1: C1CC(C1)(C(=O)O)C(=O)O.[NH2-].[NH2-].[Pt+2]. Drug 2: CCN(CC)CCNC(=O)C1=C(NC(=C1C)C=C2C3=C(C=CC(=C3)F)NC2=O)C. Cell line: NCI-H322M. Synergy scores: CSS=-9.02, Synergy_ZIP=2.58, Synergy_Bliss=1.50, Synergy_Loewe=-10.3, Synergy_HSA=-9.02. (3) Drug 1: CC(C)(C#N)C1=CC(=CC(=C1)CN2C=NC=N2)C(C)(C)C#N. Drug 2: CC1C(C(CC(O1)OC2CC(CC3=C2C(=C4C(=C3O)C(=O)C5=CC=CC=C5C4=O)O)(C(=O)C)O)N)O. Cell line: RPMI-8226. Synergy scores: CSS=34.8, Synergy_ZIP=0.296, Synergy_Bliss=-0.494, Synergy_Loewe=-8.06, Synergy_HSA=-0.726. (4) Drug 1: C(=O)(N)NO. Drug 2: CCCCC(=O)OCC(=O)C1(CC(C2=C(C1)C(=C3C(=C2O)C(=O)C4=C(C3=O)C=CC=C4OC)O)OC5CC(C(C(O5)C)O)NC(=O)C(F)(F)F)O. Cell line: MCF7. Synergy scores: CSS=29.7, Synergy_ZIP=-1.40, Synergy_Bliss=-3.18, Synergy_Loewe=-1.53, Synergy_HSA=-1.75. (5) Drug 1: CC1C(C(CC(O1)OC2CC(CC3=C2C(=C4C(=C3O)C(=O)C5=C(C4=O)C(=CC=C5)OC)O)(C(=O)CO)O)N)O.Cl. Drug 2: CC12CCC3C(C1CCC2=O)CC(=C)C4=CC(=O)C=CC34C. Cell line: T-47D. Synergy scores: CSS=3.69, Synergy_ZIP=-1.05, Synergy_Bliss=-1.29, Synergy_Loewe=-1.05, Synergy_HSA=-1.15.